Dataset: Full USPTO retrosynthesis dataset with 1.9M reactions from patents (1976-2016). Task: Predict the reactants needed to synthesize the given product. (1) Given the product [NH4+:7].[OH-:5].[N:12]1[C:11]2[NH:7][CH:8]=[CH:9][C:10]=2[C:15]([C:16]2[CH:17]=[N:18][N:19]([CH:21]([CH2:25][CH2:26][CH2:27][CH3:28])[CH2:22][C:23]#[N:24])[CH:20]=2)=[N:14][CH:13]=1, predict the reactants needed to synthesize it. The reactants are: C[Si](C)(C)CC[O:5]C[N:7]1[C:11]2[N:12]=[CH:13][N:14]=[C:15]([C:16]3[CH:17]=[N:18][N:19]([CH:21]([CH2:25][CH2:26][CH2:27][CH3:28])[CH2:22][C:23]#[N:24])[CH:20]=3)[C:10]=2[CH:9]=[CH:8]1.F[B-](F)(F)F.[Li+].[OH-].[NH4+]. (2) Given the product [Cl:38][C:32]1[CH:33]=[C:34]([Cl:37])[CH:35]=[CH:36][C:31]=1[C:26]1[N:27]=[C:28]([CH2:29][CH3:30])[C:23]([NH:5][C:4]2[CH:16]=[C:15]([CH3:14])[CH:20]=[C:12]([CH3:13])[N:11]=2)=[N:24][C:25]=1[CH2:39][CH3:40], predict the reactants needed to synthesize it. The reactants are: C(C1[C:4]([NH:11][C@@H:12]2[C:20]3[C:15](=[CH:16]C=CC=3)[CH2:14][C@@H:13]2O)=[N:5]C(CC)=CN=1)C.Br[C:23]1[C:28]([CH2:29][CH3:30])=[N:27][C:26]([C:31]2[CH:36]=[CH:35][C:34]([Cl:37])=[CH:33][C:32]=2[Cl:38])=[C:25]([CH2:39][CH3:40])[N:24]=1.CC1C=C(C)N=C(N)C=1. (3) Given the product [Cl:27][CH2:21][C:17]([C:15]1[CH:14]=[N:13][N:12]([C:9]2[CH:10]=[CH:11][C:6]([Cl:5])=[CH:7][CH:8]=2)[CH:16]=1)=[O:28], predict the reactants needed to synthesize it. The reactants are: S(Cl)(Cl)=O.[Cl:5][C:6]1[CH:11]=[CH:10][C:9]([N:12]2[CH:16]=[C:15]([C:17](O)=O)[CH:14]=[N:13]2)=[CH:8][CH:7]=1.[Si](C=[N+]=[N-])(C)(C)[CH3:21].[ClH:27].[OH-:28].[Na+].